This data is from Forward reaction prediction with 1.9M reactions from USPTO patents (1976-2016). The task is: Predict the product of the given reaction. (1) Given the reactants [CH3:1][C:2]1[C:3]([C:8]([O:10][CH3:11])=[O:9])=[CH:4][NH:5][C:6]=1[CH3:7].S(C[N+]#[C-])(C1C=CC(C)=CC=1)(=O)=O.[Cl:25][C:26]1[CH:34]=[CH:33][C:29]([C:30]([OH:32])=[O:31])=[C:28](I)[CH:27]=1.C(=O)([O-])[O-].[Cs+].[Cs+], predict the reaction product. The product is: [Cl:25][C:26]1[CH:34]=[CH:33][C:29]([C:30]([OH:32])=[O:31])=[C:28]([N:5]2[CH:4]=[C:3]([C:8]([O:10][CH3:11])=[O:9])[C:2]([CH3:1])=[C:6]2[CH3:7])[CH:27]=1. (2) The product is: [CH3:1][C:2]1[N:3]=[CH:4][C:5]2[C:10]([CH:11]=1)=[C:9]([CH2:12][C:13]([NH:23][CH2:22][C:21]1[CH:20]=[CH:19][C:18]([C:17]([F:16])([F:26])[F:27])=[CH:25][CH:24]=1)=[O:15])[CH:8]=[CH:7][CH:6]=2. Given the reactants [CH3:1][C:2]1[N:3]=[CH:4][C:5]2[C:10]([CH:11]=1)=[C:9]([CH2:12][C:13]([OH:15])=O)[CH:8]=[CH:7][CH:6]=2.[F:16][C:17]([F:27])([F:26])[C:18]1[CH:25]=[CH:24][C:21]([CH2:22][NH2:23])=[CH:20][CH:19]=1.FC(F)(F)OC1C=CC(CN)=CC=1, predict the reaction product. (3) Given the reactants Cl[C:2]1[CH:7]=[CH:6][C:5]([N+:8]([O-])=O)=[CH:4][N:3]=1.[CH2:11]([CH:19]1[CH2:24][CH2:23][NH:22][CH2:21][CH2:20]1)[CH2:12][C:13]1[CH:18]=[CH:17][CH:16]=[CH:15][CH:14]=1, predict the reaction product. The product is: [CH2:11]([CH:19]1[CH2:20][CH2:21][N:22]([C:2]2[N:3]=[CH:4][C:5]([NH2:8])=[CH:6][CH:7]=2)[CH2:23][CH2:24]1)[CH2:12][C:13]1[CH:18]=[CH:17][CH:16]=[CH:15][CH:14]=1. (4) Given the reactants Cl.[Cl:2][C:3]1[N:4]=[C:5]([C:10]([NH:12][C@H:13]2[CH2:18][CH2:17][NH:16][CH2:15][C@H:14]2[O:19][CH2:20][CH3:21])=[O:11])[NH:6][C:7]=1[CH2:8][CH3:9].Cl[C:23]1[CH:28]=[CH:27][CH:26]=[CH:25][N:24]=1.C(=O)([O-])[O-].[Na+].[Na+], predict the reaction product. The product is: [Cl:2][C:3]1[N:4]=[C:5]([C:10]([NH:12][C@H:13]2[CH2:18][CH2:17][N:16]([C:23]3[CH:28]=[CH:27][CH:26]=[CH:25][N:24]=3)[CH2:15][C@H:14]2[O:19][CH2:20][CH3:21])=[O:11])[NH:6][C:7]=1[CH2:8][CH3:9]. (5) Given the reactants [F:1][C:2]1[CH:7]=[CH:6][C:5]([C:8]2[O:9][C:10]3[CH:20]=[C:19]([N+:21]([O-])=O)[C:18]([C:24]4[CH:29]=[CH:28][CH:27]=[C:26]([C:30](=[O:41])[NH:31][C:32]5([C:35]6[CH:40]=[CH:39][CH:38]=[CH:37][CH:36]=6)[CH2:34][CH2:33]5)[CH:25]=4)=[CH:17][C:11]=3[C:12]=2[C:13]([NH:15][CH3:16])=[O:14])=[CH:4][CH:3]=1.C(OCC)(=O)C, predict the reaction product. The product is: [NH2:21][C:19]1[C:18]([C:24]2[CH:29]=[CH:28][CH:27]=[C:26]([C:30](=[O:41])[NH:31][C:32]3([C:35]4[CH:36]=[CH:37][CH:38]=[CH:39][CH:40]=4)[CH2:33][CH2:34]3)[CH:25]=2)=[CH:17][C:11]2[C:12]([C:13]([NH:15][CH3:16])=[O:14])=[C:8]([C:5]3[CH:4]=[CH:3][C:2]([F:1])=[CH:7][CH:6]=3)[O:9][C:10]=2[CH:20]=1. (6) The product is: [CH3:1][O:2][C:3](=[O:23])[C:4]([NH2:15])([CH3:14])[CH2:5][NH:6][C:7]1[CH:12]=[CH:11][C:10]([F:13])=[CH:9][CH:8]=1. Given the reactants [CH3:1][O:2][C:3](=[O:23])[C:4]([NH:15]C(OC(C)(C)C)=O)([CH3:14])[CH2:5][NH:6][C:7]1[CH:12]=[CH:11][C:10]([F:13])=[CH:9][CH:8]=1.Cl.[OH-].[Na+], predict the reaction product. (7) Given the reactants [Br:1][C:2]1[CH:7]=[CH:6][CH:5]=[CH:4][C:3]=1[O:8][CH2:9][CH2:10]Cl.[N:12]1[CH:17]=[CH:16][C:15]([CH2:18][NH2:19])=[CH:14][CH:13]=1, predict the reaction product. The product is: [Br:1][C:2]1[CH:7]=[CH:6][CH:5]=[CH:4][C:3]=1[O:8][CH2:9][CH2:10][NH:19][CH2:18][C:15]1[CH:16]=[CH:17][N:12]=[CH:13][CH:14]=1.